This data is from Full USPTO retrosynthesis dataset with 1.9M reactions from patents (1976-2016). The task is: Predict the reactants needed to synthesize the given product. (1) Given the product [CH3:1][C:2]1[N:7]=[C:6]2[S:8][C:9]3[CH:14]=[CH:13][CH:12]=[CH:11][C:10]=3[C:5]2=[C:4]([C:15]2[CH:20]=[CH:19][C:18]([CH3:21])=[CH:17][CH:16]=2)[C:3]=1[CH2:22][C:23]([O:25][CH3:26])=[O:24], predict the reactants needed to synthesize it. The reactants are: [CH3:1][C:2]1[N:7]=[C:6]2[S:8][C:9]3[CH2:14][CH2:13][CH2:12][CH2:11][C:10]=3[C:5]2=[C:4]([C:15]2[CH:20]=[CH:19][C:18]([CH3:21])=[CH:17][CH:16]=2)[C:3]=1[CH2:22][C:23]([O:25][CH3:26])=[O:24].ClC1C(=O)C(C#N)=C(C#N)C(=O)C=1Cl. (2) The reactants are: [C:1]([N:4]1[C:13]2[C:8](=[CH:9][C:10]([C:14]3[CH:15]=[CH:16][C:17]([C:20]([N:22]4[CH2:27][CH2:26][CH:25]([NH:28]C(=O)OC(C)(C)C)[CH2:24][CH2:23]4)=[O:21])=[N:18][CH:19]=3)=[CH:11][CH:12]=2)[C@H:7]([NH:36][C:37]2[CH:42]=[CH:41][C:40]([C:43]#[N:44])=[CH:39][N:38]=2)[CH2:6][C@@H:5]1[CH3:45])(=[O:3])[CH3:2].C(O)(C(F)(F)F)=O.[ClH:53]. Given the product [ClH:53].[C:1]([N:4]1[C:13]2[C:8](=[CH:9][C:10]([C:14]3[CH:19]=[N:18][C:17]([C:20]([N:22]4[CH2:27][CH2:26][CH:25]([NH2:28])[CH2:24][CH2:23]4)=[O:21])=[CH:16][CH:15]=3)=[CH:11][CH:12]=2)[C@H:7]([NH:36][C:37]2[CH:42]=[CH:41][C:40]([C:43]#[N:44])=[CH:39][N:38]=2)[CH2:6][C@@H:5]1[CH3:45])(=[O:3])[CH3:2], predict the reactants needed to synthesize it. (3) Given the product [CH3:1][O:2][C:3]1[CH:11]=[CH:10][CH:9]=[C:8]2[C:4]=1[C:5]([CH:12]([C:18]1[CH:23]=[CH:22][N:21]=[CH:20][CH:19]=1)[CH2:13][CH2:14][NH:16][CH3:17])=[CH:6][NH:7]2, predict the reactants needed to synthesize it. The reactants are: [CH3:1][O:2][C:3]1[CH:11]=[CH:10][CH:9]=[C:8]2[C:4]=1[C:5]([CH:12]([C:18]1[CH:23]=[CH:22][N:21]=[CH:20][CH:19]=1)[CH2:13][C:14]([NH:16][CH3:17])=O)=[CH:6][NH:7]2.B. (4) Given the product [OH:1][CH:2]([C:4]1[CH:9]=[CH:8][C:7]([C:10]2[N:14]=[C:13]([C:15]3[O:19][N:18]=[C:17]([C:20]4[CH:21]=[CH:22][CH:23]=[CH:24][CH:25]=4)[C:16]=3[C:26]([F:28])([F:27])[F:29])[O:12][N:11]=2)=[CH:6][CH:5]=1)[CH2:3][N:30]1[CH2:35][CH2:34][O:33][CH:32]([CH2:36][C:37]([OH:39])=[O:38])[CH2:31]1, predict the reactants needed to synthesize it. The reactants are: [O:1]1[CH2:3][CH:2]1[C:4]1[CH:9]=[CH:8][C:7]([C:10]2[N:14]=[C:13]([C:15]3[O:19][N:18]=[C:17]([C:20]4[CH:25]=[CH:24][CH:23]=[CH:22][CH:21]=4)[C:16]=3[C:26]([F:29])([F:28])[F:27])[O:12][N:11]=2)=[CH:6][CH:5]=1.[NH:30]1[CH2:35][CH2:34][O:33][CH:32]([CH2:36][C:37]([OH:39])=[O:38])[CH2:31]1.